This data is from Full USPTO retrosynthesis dataset with 1.9M reactions from patents (1976-2016). The task is: Predict the reactants needed to synthesize the given product. (1) The reactants are: Cl.Cl.C(O[C:6]([C:8]1[CH:9]=[C:10]2[C:14](=[CH:15][CH:16]=1)[NH:13][N:12]=[C:11]2[C:17]1[CH:26]=[CH:25][C:24]2[C:19](=[CH:20][CH:21]=[C:22]([O:27][CH2:28][CH2:29][N:30]3[CH2:36][CH2:35][CH2:34][CH2:33][CH2:32][CH2:31]3)[CH:23]=2)[CH:18]=1)=[NH:7])C.[N:37]1([CH2:42][C:43]([NH:45][NH2:46])=O)[CH2:41][CH2:40][CH2:39][CH2:38]1.C(N(CC)CC)C. Given the product [N:30]1([CH2:29][CH2:28][O:27][C:22]2[CH:23]=[C:24]3[C:19](=[CH:20][CH:21]=2)[CH:18]=[C:17]([C:11]2[C:10]4[C:14](=[CH:15][CH:16]=[C:8]([C:6]5[N:7]=[C:43]([CH2:42][N:37]6[CH2:41][CH2:40][CH2:39][CH2:38]6)[NH:45][N:46]=5)[CH:9]=4)[NH:13][N:12]=2)[CH:26]=[CH:25]3)[CH2:31][CH2:32][CH2:33][CH2:34][CH2:35][CH2:36]1, predict the reactants needed to synthesize it. (2) The reactants are: [CH3:1][O-:2].[Na+].Cl[CH:5]([Cl:10])[C:6](OC)=[O:7].[F:11][C:12]([F:22])([F:21])[C:13]1[CH:14]=[C:15]([CH:18]=[CH:19][CH:20]=1)C=O.C1C[O:26][CH2:25]C1. Given the product [Cl:10][CH:5]([C:15]1[CH:18]=[CH:19][CH:20]=[C:13]([C:12]([F:11])([F:21])[F:22])[CH:14]=1)[C:6](=[O:7])[C:1]([O:26][CH3:25])=[O:2], predict the reactants needed to synthesize it. (3) Given the product [CH3:1][N:2]1[CH2:7][CH2:6][CH:5]([CH2:8][C:18]2[CH:19]=[C:20]([NH:28][C:29](=[O:31])[CH3:30])[CH:21]=[C:22]([C:24]([F:25])([F:26])[F:27])[CH:23]=2)[CH2:4][CH2:3]1, predict the reactants needed to synthesize it. The reactants are: [CH3:1][N:2]1[CH2:7][CH2:6][C:5](=[CH2:8])[CH2:4][CH2:3]1.N1(CCC[C:18]2[CH:19]=[C:20]([NH:28][C:29](=[O:31])[CH3:30])[CH:21]=[C:22]([C:24]([F:27])([F:26])[F:25])[CH:23]=2)CCCCC1. (4) Given the product [CH2:28]([S:29][C:2]1[C:3]2[CH:10]=[CH:9][NH:8][C:4]=2[N:5]=[CH:6][N:7]=1)[C:22]1[CH:27]=[CH:26][CH:25]=[CH:24][CH:23]=1, predict the reactants needed to synthesize it. The reactants are: Cl[C:2]1[N:7]=[CH:6][NH:5][C:4]2=[N:8][CH:9]=[CH:10][C:3]=12.O(C(C)(C)C)[K].C1COCC1.[C:22]1([CH2:28][SH:29])[CH:27]=[CH:26][CH:25]=[CH:24][CH:23]=1.